Dataset: Catalyst prediction with 721,799 reactions and 888 catalyst types from USPTO. Task: Predict which catalyst facilitates the given reaction. (1) Reactant: COC(C)(C)C.[CH3:7][CH:8]([CH3:20])[C:9]([O:11][CH:12]([O:16][C:17]([CH3:19])=[S:18])[CH:13]([CH3:15])[CH3:14])=[O:10]. Product: [CH3:7][CH:8]([CH3:20])[C:9]([O:11][C@@H:12]([O:16][C:17]([CH3:19])=[S:18])[CH:13]([CH3:14])[CH3:15])=[O:10]. The catalyst class is: 6. (2) Reactant: [F:1][CH2:2][CH2:3][OH:4].C(N(CC)C(C)C)(C)C.O(S(C(F)(F)F)(=O)=O)S(C(F)(F)F)(=O)=O.O[C:30]1[CH:37]=[C:36]([CH3:38])[C:33]([CH:34]=[O:35])=[C:32]([CH3:39])[CH:31]=1. Product: [F:1][CH2:2][CH2:3][O:4][C:30]1[CH:37]=[C:36]([CH3:38])[C:33]([CH:34]=[O:35])=[C:32]([CH3:39])[CH:31]=1. The catalyst class is: 59. (3) Reactant: [Na].[CH3:2][CH:3]([S-:5])[CH3:4].Br[C:7]1[N:8]=[CH:9][C:10]([NH2:13])=[N:11][CH:12]=1.O. Product: [CH:3]([S:5][C:7]1[N:8]=[CH:9][C:10]([NH2:13])=[N:11][CH:12]=1)([CH3:4])[CH3:2]. The catalyst class is: 3. (4) Reactant: [Cl:1][C:2]1[C:10]([F:11])=[C:9]2[C:5]([C:6]([S:27][C:28]3[C:29]([F:39])=[C:30]([CH:36]=[CH:37][CH:38]=3)[C:31]([O:33]CC)=[O:32])=[C:7]([CH:24]3[CH2:26][CH2:25]3)[N:8]2[CH2:12][C:13]([N:15]2[C:23]3[C:18](=[CH:19][CH:20]=[CH:21][CH:22]=3)[CH2:17][CH2:16]2)=[O:14])=[CH:4][CH:3]=1.[OH-].[Na+:41]. Product: [Cl:1][C:2]1[C:10]([F:11])=[C:9]2[C:5]([C:6]([S:27][C:28]3[C:29]([F:39])=[C:30]([CH:36]=[CH:37][CH:38]=3)[C:31]([O-:33])=[O:32])=[C:7]([CH:24]3[CH2:25][CH2:26]3)[N:8]2[CH2:12][C:13]([N:15]2[C:23]3[C:18](=[CH:19][CH:20]=[CH:21][CH:22]=3)[CH2:17][CH2:16]2)=[O:14])=[CH:4][CH:3]=1.[Na+:41]. The catalyst class is: 87. (5) Reactant: C(NC(C)C)(C)C.[C:8]([CH:12]1[CH2:17][CH2:16][CH2:15][CH2:14][C:13]1=[O:18])([CH3:11])([CH3:10])[CH3:9].C1(C)C=CC(S([Cl:28])(=O)=O)=CC=1. Product: [C:8]([CH:12]1[CH2:17][CH2:16][CH2:15][CH:14]([Cl:28])[C:13]1=[O:18])([CH3:11])([CH3:9])[CH3:10]. The catalyst class is: 7. (6) The catalyst class is: 51. Reactant: Cl[C:2]1[C:7]([N+:8]([O-:10])=[O:9])=[CH:6][N:5]=[C:4]2[S:11][CH:12]=[CH:13][C:3]=12.[NH:14]1[CH2:19][CH2:18][CH2:17][C@H:16]([NH:20][C:21](=[O:27])[O:22][C:23]([CH3:26])([CH3:25])[CH3:24])[CH2:15]1.CCN(C(C)C)C(C)C. Product: [N+:8]([C:7]1[C:2]([N:14]2[CH2:19][CH2:18][CH2:17][C@H:16]([NH:20][C:21](=[O:27])[O:22][C:23]([CH3:25])([CH3:24])[CH3:26])[CH2:15]2)=[C:3]2[CH:13]=[CH:12][S:11][C:4]2=[N:5][CH:6]=1)([O-:10])=[O:9]. (7) Reactant: [F:1][C:2]1[CH:3]=[C:4]([NH2:29])[CH:5]=[CH:6][C:7]=1[O:8][C:9]1[C:14]2=[C:15]([CH3:28])[C:16]([O:18][CH2:19][CH2:20][N:21]3[CH2:26][CH2:25][N:24]([CH3:27])[CH2:23][CH2:22]3)=[CH:17][N:13]2[N:12]=[CH:11][N:10]=1.[F:30][C:31]1[CH:36]=[CH:35][C:34]([N:37]2[CH:42]=[CH:41][CH:40]=[C:39]([C:43](O)=[O:44])[C:38]2=[O:46])=[CH:33][CH:32]=1.CN(C(ON1N=NC2C=CC=NC1=2)=[N+](C)C)C.F[P-](F)(F)(F)(F)F.CCN(C(C)C)C(C)C. Product: [F:1][C:2]1[CH:3]=[C:4]([NH:29][C:43]([C:39]2[C:38](=[O:46])[N:37]([C:34]3[CH:33]=[CH:32][C:31]([F:30])=[CH:36][CH:35]=3)[CH:42]=[CH:41][CH:40]=2)=[O:44])[CH:5]=[CH:6][C:7]=1[O:8][C:9]1[C:14]2=[C:15]([CH3:28])[C:16]([O:18][CH2:19][CH2:20][N:21]3[CH2:22][CH2:23][N:24]([CH3:27])[CH2:25][CH2:26]3)=[CH:17][N:13]2[N:12]=[CH:11][N:10]=1. The catalyst class is: 3.